Task: Predict the reactants needed to synthesize the given product.. Dataset: Full USPTO retrosynthesis dataset with 1.9M reactions from patents (1976-2016) (1) Given the product [CH3:38][O:37][C:16]1[CH:17]=[C:18]([C:21]2[S:25][C:24]3=[N:26][CH:27]=[C:28]([C:29]4[CH:30]=[N:31][C:32]([O:35][CH3:36])=[CH:33][CH:34]=4)[N:23]3[N:22]=2)[CH:19]=[CH:20][C:15]=1[O:14][CH:11]1[CH2:10][CH2:9][NH:8][CH2:13][CH2:12]1, predict the reactants needed to synthesize it. The reactants are: C(OC([N:8]1[CH2:13][CH2:12][CH:11]([O:14][C:15]2[CH:20]=[CH:19][C:18]([C:21]3[S:25][C:24]4=[N:26][CH:27]=[C:28]([C:29]5[CH:30]=[N:31][C:32]([O:35][CH3:36])=[CH:33][CH:34]=5)[N:23]4[N:22]=3)=[CH:17][C:16]=2[O:37][CH3:38])[CH2:10][CH2:9]1)=O)(C)(C)C.Cl. (2) Given the product [F:1][C:2]([F:7])([F:6])[CH2:3][N:8]1[CH2:13][CH2:12][CH:11]([CH2:14][O:15][C:16]2[CH:17]=[CH:18][C:19]([C:22]3[CH:32]=[CH:31][C:25]4[S:26](=[O:30])(=[O:29])[CH2:27][CH2:28][C:24]=4[CH:23]=3)=[CH:20][CH:21]=2)[CH2:10][CH2:9]1, predict the reactants needed to synthesize it. The reactants are: [F:1][C:2]([F:7])([F:6])[C:3](O)=O.[NH:8]1[CH2:13][CH2:12][CH:11]([CH2:14][O:15][C:16]2[CH:21]=[CH:20][C:19]([C:22]3[CH:32]=[CH:31][C:25]4[S:26](=[O:30])(=[O:29])[CH2:27][CH2:28][C:24]=4[CH:23]=3)=[CH:18][CH:17]=2)[CH2:10][CH2:9]1.FC(F)(F)S(OCC(F)(F)F)(=O)=O.C([O-])([O-])=O.[K+].[K+].O. (3) Given the product [CH3:3][O:4][C:5]([C:7]1[N:8]=[CH:9][O:10][C:11]=1[C:12]1[CH:17]=[CH:16][CH:15]=[C:14]([CH2:18][OH:19])[CH:13]=1)=[O:6], predict the reactants needed to synthesize it. The reactants are: N#N.[CH3:3][O:4][C:5]([C:7]1[N:8]=[CH:9][O:10][C:11]=1[C:12]1[CH:17]=[CH:16][CH:15]=[C:14]([C:18](O)=[O:19])[CH:13]=1)=[O:6].CO. (4) Given the product [CH3:20][O:21][CH2:22][CH2:23][O:24][CH2:25][CH2:1][O:2][CH2:3][CH2:4][O:5][CH2:6][CH2:7][NH:8][C@H:9]([C:11]([NH:13][NH:14][C@@H:15]([C:17]([O-:19])=[O:18])[CH3:16])=[O:12])[CH3:10].[CH3:71][O:73][CH2:74][CH2:1][O:2][CH2:3][CH2:4][O:5][CH2:6][CH2:7][NH:8][C@H:9]([C:11]([NH:13][NH:14][C@@H:15]([C:17]([O-:19])=[O:18])[CH3:16])=[O:12])[CH3:10], predict the reactants needed to synthesize it. The reactants are: [CH3:1][O:2][CH2:3][CH2:4][O:5][CH2:6][CH2:7][NH:8][C@H:9]([C:11]([NH:13][NH:14][C@@H:15]([C:17]([O-:19])=[O:18])[CH3:16])=[O:12])[CH3:10].[CH3:20][O:21][CH2:22][CH2:23][O:24][CH2:25][CH2:20][O:21][CH2:22][CH2:23][O:24][CH2:25]COC(=O)[C@H](C)NC(OC(C)(C)C)=O.C1C=CC2N(O)N=NC=2C=1.C1CCC(N=C=NC2CCCCC2)CC1.[C:71](N[C@@H](C(O)=O)C)([O:73][C:74](C)(C)C)=O.CCN(C(C)C)C(C)C. (5) The reactants are: CCN(C(C)C)C(C)C.[CH3:10][O:11][C:12]1[CH:13]=[CH:14][CH:15]=[C:16]2[C:21]=1[O:20][C:19](=[O:22])[C:18]([C:23]([OH:25])=O)=[CH:17]2.CN(C(ON1N=NC2C=CC=NC1=2)=[N+](C)C)C.F[P-](F)(F)(F)(F)F.[N:50]1[CH:55]=[C:54]([C:56]2[CH:57]=[C:58]([NH2:62])[CH:59]=[CH:60][CH:61]=2)[CH:53]=[N:52][CH:51]=1. Given the product [N:50]1[CH:55]=[C:54]([C:56]2[CH:57]=[C:58]([NH:62][C:23]([C:18]3[C:19](=[O:22])[O:20][C:21]4[C:16]([CH:17]=3)=[CH:15][CH:14]=[CH:13][C:12]=4[O:11][CH3:10])=[O:25])[CH:59]=[CH:60][CH:61]=2)[CH:53]=[N:52][CH:51]=1, predict the reactants needed to synthesize it.